From a dataset of Catalyst prediction with 721,799 reactions and 888 catalyst types from USPTO. Predict which catalyst facilitates the given reaction. (1) Reactant: [F:1][C:2]([F:17])([S:13](F)(=[O:15])=[O:14])[C:3]([F:12])([F:11])[C:4]([F:10])([F:9])[C:5]([F:8])([F:7])[F:6].[F:18][C:19]([F:24])([F:23])[CH:20]([OH:22])[CH3:21].C(N(CC)CC)C. Product: [F:1][C:2]([F:17])([S:13]([O:22][CH:20]([CH3:21])[C:19]([F:24])([F:23])[F:18])(=[O:15])=[O:14])[C:3]([F:12])([F:11])[C:4]([F:10])([F:9])[C:5]([F:8])([F:7])[F:6]. The catalyst class is: 4. (2) Reactant: [NH2:1][CH2:2][C:3]1[CH:11]=[CH:10][C:6]([C:7]([OH:9])=[O:8])=[CH:5][CH:4]=1.O=C1CCC(=O)N1[O:19][C:20](=O)[CH2:21][CH2:22][CH2:23][CH2:24][CH2:25][CH2:26][CH2:27][CH2:28][CH2:29][CH2:30][CH2:31][CH2:32][CH2:33][CH2:34][C:35]([O:37][C:38]([CH3:41])([CH3:40])[CH3:39])=[O:36].O. The catalyst class is: 37. Product: [C:38]([O:37][C:35]([CH2:34][CH2:33][CH2:32][CH2:31][CH2:30][CH2:29][CH2:28][CH2:27][CH2:26][CH2:25][CH2:24][CH2:23][CH2:22][CH2:21][C:20]([NH:1][CH2:2][C:3]1[CH:4]=[CH:5][C:6]([C:7]([OH:9])=[O:8])=[CH:10][CH:11]=1)=[O:19])=[O:36])([CH3:41])([CH3:40])[CH3:39]. (3) Reactant: [H-].[Na+].[NH2:3][C:4]1[CH:9]=[CH:8][C:7]([OH:10])=[CH:6][CH:5]=1.F[C:12]1[CH:17]=[CH:16][C:15]([N+:18]([O-:20])=[O:19])=[CH:14][CH:13]=1. The catalyst class is: 3. Product: [N+:18]([C:15]1[CH:16]=[CH:17][C:12]([O:10][C:7]2[CH:8]=[CH:9][C:4]([NH2:3])=[CH:5][CH:6]=2)=[CH:13][CH:14]=1)([O-:20])=[O:19]. (4) Product: [CH3:1][O:2][C:3]([C@@H:5]1[CH2:18][C@H:17]([N:29]=[N+:30]=[N-:31])[C:16](=[O:20])[C@H:15]2[C@@:6]1([CH3:28])[CH2:7][CH2:8][C@@H:9]1[C@:14]2([CH3:21])[CH2:13][C@@H:12]([C:22]2[CH:26]=[CH:25][O:24][CH:23]=2)[O:11][C:10]1=[O:27])=[O:4]. The catalyst class is: 3. Reactant: [CH3:1][O:2][C:3]([C@@H:5]1[CH2:18][C@@H:17](Br)[C:16](=[O:20])[C@H:15]2[C@@:6]1([CH3:28])[CH2:7][CH2:8][C@H:9]1[C@:14]2([CH3:21])[CH2:13][C@@H:12]([C:22]2[CH:26]=[CH:25][O:24][CH:23]=2)[O:11][C:10]1=[O:27])=[O:4].[N-:29]=[N+:30]=[N-:31].[Na+].C(O)(=O)C.O. (5) Reactant: F[C:2](F)(F)[C:3]([O-])=O.[O:8]=[C:9]1[NH:14][C@@H:13]([C:15]([OH:17])=O)[CH2:12][CH2:11][CH2:10]1.C1CN([P+](ON2N=[N:42][C:37]3[CH:38]=[CH:39][CH:40]=[CH:41][C:36]2=3)(N2CCCC2)N2CCCC2)CC1.F[P-](F)(F)(F)(F)F.CCN([CH2:56][CH3:57])CC.[CH2:58](Cl)Cl.[CH3:61][N:62]([CH:64]=[O:65])C. Product: [C:61]1([NH:62][C:64]([C@@H:37]([NH:42][C:15]([C@H:13]2[CH2:12][CH2:11][CH2:10][C:9](=[O:8])[NH:14]2)=[O:17])[CH2:38][CH2:39][CH2:40][CH:41]=[CH2:36])=[O:65])[CH:3]=[CH:2][CH:57]=[CH:56][CH:58]=1. The catalyst class is: 2. (6) Reactant: [C:1]1([CH3:11])[CH:6]=[CH:5][C:4]([S:7](Cl)(=[O:9])=[O:8])=[CH:3][CH:2]=1.[O:12]1[CH2:17][CH2:16][CH:15]([CH2:18][OH:19])[CH2:14][CH2:13]1.N1C=CC=CC=1. Product: [O:12]1[CH2:17][CH2:16][CH:15]([CH2:18][O:19][S:7]([C:4]2[CH:5]=[CH:6][C:1]([CH3:11])=[CH:2][CH:3]=2)(=[O:9])=[O:8])[CH2:14][CH2:13]1. The catalyst class is: 4. (7) Reactant: C(O[C:4]([C:6]1[O:10][N:9]=[C:8](/[CH:11]=[CH:12]/[C:13]2[C:14]([CH2:19][CH2:20][CH2:21][CH3:22])=[N:15][O:16][C:17]=2[CH3:18])[CH:7]=1)=[O:5])C.[CH2:23]([CH2:25][NH2:26])[OH:24].N12CCCNC1=NCCC2. Product: [OH:24][CH2:23][CH2:25][NH:26][C:4]([C:6]1[O:10][N:9]=[C:8](/[CH:11]=[CH:12]/[C:13]2[C:14]([CH2:19][CH2:20][CH2:21][CH3:22])=[N:15][O:16][C:17]=2[CH3:18])[CH:7]=1)=[O:5]. The catalyst class is: 11. (8) Reactant: [F:1][C:2]([F:18])([C:9]([F:17])([F:16])[C:10]([F:15])([F:14])[CH:11]([F:13])[F:12])[CH2:3][CH:4]([C:7]#[N:8])[C:5]#[N:6].[Cl:19][C:20]([F:28])([F:27])[C:21]([Cl:26])([F:25])[CH2:22][CH2:23]I.C(=O)([O-])[O-].[K+].[K+].Cl. Product: [Cl:26][C:21]([F:25])([C:20]([Cl:19])([F:28])[F:27])[CH2:22][CH2:23][C:4]([CH2:3][C:2]([F:18])([F:1])[C:9]([F:16])([F:17])[C:10]([F:14])([F:15])[CH:11]([F:13])[F:12])([C:7]#[N:8])[C:5]#[N:6]. The catalyst class is: 16.